Dataset: Full USPTO retrosynthesis dataset with 1.9M reactions from patents (1976-2016). Task: Predict the reactants needed to synthesize the given product. (1) The reactants are: [Br:1][C:2]1[CH:3]=[N:4][C:5]2[C:10]([CH:11]=1)=[N:9][CH:8]=[C:7]([CH:12]=[CH:13][O:14]CC)[CH:6]=2.C(O)=O. Given the product [Br:1][C:2]1[CH:11]=[C:10]2[C:5]([CH:6]=[C:7]([CH2:12][CH:13]=[O:14])[CH:8]=[N:9]2)=[N:4][CH:3]=1, predict the reactants needed to synthesize it. (2) Given the product [OH:18]/[CH:17]=[C:16](/[CH2:15][C:12]1[CH:11]=[N:10][C:9]([C:8]([F:22])([F:21])[F:7])=[N:14][CH:13]=1)\[C:3]([O:5][CH3:6])=[O:4], predict the reactants needed to synthesize it. The reactants are: [H-].[Na+].[CH:3]([O:5][CH3:6])=[O:4].[F:7][C:8]([F:22])([F:21])[C:9]1[N:14]=[CH:13][C:12]([CH2:15][CH2:16][C:17](OC)=[O:18])=[CH:11][N:10]=1. (3) Given the product [OH:25][CH2:24][CH2:23][CH2:22][N:15]1[CH2:14][CH:13]2[O:19][CH:17]([CH2:18][N:11]([CH2:10][CH2:9][CH2:8][NH:7][C:6](=[O:20])[O:5][C:1]([CH3:4])([CH3:2])[CH3:3])[CH2:12]2)[CH2:16]1, predict the reactants needed to synthesize it. The reactants are: [C:1]([O:5][C:6](=[O:20])[NH:7][CH2:8][CH2:9][CH2:10][N:11]1[CH2:18][CH:17]2[O:19][CH:13]([CH2:14][NH:15][CH2:16]2)[CH2:12]1)([CH3:4])([CH3:3])[CH3:2].Br[CH2:22][CH2:23][CH2:24][OH:25].C(=O)([O-])[O-].[K+].[K+].